Dataset: Merck oncology drug combination screen with 23,052 pairs across 39 cell lines. Task: Regression. Given two drug SMILES strings and cell line genomic features, predict the synergy score measuring deviation from expected non-interaction effect. (1) Drug 1: CC1CC2C3CCC4=CC(=O)C=CC4(C)C3(F)C(O)CC2(C)C1(O)C(=O)CO. Drug 2: C=CCn1c(=O)c2cnc(Nc3ccc(N4CCN(C)CC4)cc3)nc2n1-c1cccc(C(C)(C)O)n1. Cell line: NCIH1650. Synergy scores: synergy=18.1. (2) Drug 1: N.N.O=C(O)C1(C(=O)O)CCC1.[Pt]. Drug 2: CS(=O)(=O)CCNCc1ccc(-c2ccc3ncnc(Nc4ccc(OCc5cccc(F)c5)c(Cl)c4)c3c2)o1. Cell line: UACC62. Synergy scores: synergy=15.6. (3) Drug 1: NC1CCCCC1N.O=C(O)C(=O)O.[Pt+2]. Drug 2: Cn1cc(-c2cnn3c(N)c(Br)c(C4CCCNC4)nc23)cn1. Cell line: OCUBM. Synergy scores: synergy=38.0. (4) Drug 1: COc1cccc2c1C(=O)c1c(O)c3c(c(O)c1C2=O)CC(O)(C(=O)CO)CC3OC1CC(N)C(O)C(C)O1. Drug 2: O=C(NOCC(O)CO)c1ccc(F)c(F)c1Nc1ccc(I)cc1F. Cell line: KPL1. Synergy scores: synergy=3.17. (5) Drug 1: COc1cc(C2c3cc4c(cc3C(OC3OC5COC(C)OC5C(O)C3O)C3COC(=O)C23)OCO4)cc(OC)c1O. Drug 2: CCc1cnn2c(NCc3ccc[n+]([O-])c3)cc(N3CCCCC3CCO)nc12. Cell line: RKO. Synergy scores: synergy=4.31. (6) Drug 1: Nc1ccn(C2OC(CO)C(O)C2(F)F)c(=O)n1. Drug 2: O=C(NOCC(O)CO)c1ccc(F)c(F)c1Nc1ccc(I)cc1F. Cell line: RKO. Synergy scores: synergy=6.74. (7) Drug 1: O=c1[nH]cc(F)c(=O)[nH]1. Drug 2: CCc1cnn2c(NCc3ccc[n+]([O-])c3)cc(N3CCCCC3CCO)nc12. Cell line: NCIH23. Synergy scores: synergy=-9.53.